This data is from Catalyst prediction with 721,799 reactions and 888 catalyst types from USPTO. The task is: Predict which catalyst facilitates the given reaction. (1) Reactant: [NH2:1][C:2]1[CH:3]=[CH:4][CH:5]=[C:6]2[C:10]=1[C:9](=[O:11])[N:8]([C@H:12]([C:18]1[CH:23]=[CH:22][C:21]([O:24][CH3:25])=[C:20]([O:26][CH2:27][CH3:28])[CH:19]=1)[CH2:13][S:14]([CH3:17])(=[O:16])=[O:15])[CH2:7]2.[CH:29]1([C:32](Cl)=[O:33])[CH2:31][CH2:30]1. Product: [CH:29]1([C:32]([NH:1][C:2]2[CH:3]=[CH:4][CH:5]=[C:6]3[C:10]=2[C:9](=[O:11])[N:8]([C@H:12]([C:18]2[CH:23]=[CH:22][C:21]([O:24][CH3:25])=[C:20]([O:26][CH2:27][CH3:28])[CH:19]=2)[CH2:13][S:14]([CH3:17])(=[O:15])=[O:16])[CH2:7]3)=[O:33])[CH2:31][CH2:30]1. The catalyst class is: 7. (2) Reactant: [F:1][C:2]([F:15])([F:14])[C:3]1[CH:8]=[CH:7][C:6]([C:9]2[O:10][CH2:11][CH2:12][N:13]=2)=[CH:5][CH:4]=1.C1C(=O)N([Br:23])C(=O)C1.CC(N=NC(C#N)(C)C)(C#N)C. Product: [Br:23][C:11]1[O:10][C:9]([C:6]2[CH:5]=[CH:4][C:3]([C:2]([F:1])([F:14])[F:15])=[CH:8][CH:7]=2)=[N:13][CH:12]=1. The catalyst class is: 53. (3) The catalyst class is: 5. Product: [Br:1][C:2]1[CH:7]=[CH:6][C:5]([N:8]2[CH2:9][CH2:10][N:11]([CH3:16])[CH2:12][CH2:13]2)=[CH:4][C:3]=1[O:14][CH3:15]. Reactant: [Br:1][C:2]1[CH:7]=[CH:6][C:5]([N:8]2[CH2:13][CH2:12][NH:11][CH2:10][CH2:9]2)=[CH:4][C:3]=1[O:14][CH3:15].[C:16](O)(=O)C.C([BH3-])#N.[Na+].C=O. (4) Reactant: [CH3:1][O:2][C:3](=[O:25])/[CH:4]=[CH:5]/[C:6]1[CH:11]=[CH:10][C:9]([C:12]([N:14]2[CH2:20][CH2:19][CH2:18][CH2:17][C:16]3[CH:21]=[CH:22][CH:23]=[CH:24][C:15]2=3)=[O:13])=[CH:8][CH:7]=1. Product: [CH3:1][O:2][C:3](=[O:25])[CH2:4][CH2:5][C:6]1[CH:7]=[CH:8][C:9]([C:12]([N:14]2[CH2:20][CH2:19][CH2:18][CH2:17][C:16]3[CH:21]=[CH:22][CH:23]=[CH:24][C:15]2=3)=[O:13])=[CH:10][CH:11]=1. The catalyst class is: 19.